From a dataset of Full USPTO retrosynthesis dataset with 1.9M reactions from patents (1976-2016). Predict the reactants needed to synthesize the given product. (1) The reactants are: [O:1]=[C:2]1[C:10]2[C:5](=[CH:6][CH:7]=[CH:8][CH:9]=2)[C:4](=[O:11])[N:3]1[CH2:12][C:13]1[N:14]=[C:15]2[CH:20]=[CH:19][CH:18]=[CH:17][N:16]2[C:21]=1[CH:22]=O.C(O)(=O)C.[CH3:28][N:29]1[CH2:34][CH2:33][NH:32][CH2:31][CH2:30]1.C(O[BH-](OC(=O)C)OC(=O)C)(=O)C.[Na+].C(=O)([O-])[O-].[Na+].[Na+]. Given the product [CH3:28][N:29]1[CH2:34][CH2:33][N:32]([CH2:22][C:21]2[N:16]3[CH:17]=[CH:18][CH:19]=[CH:20][C:15]3=[N:14][C:13]=2[CH2:12][N:3]2[C:4](=[O:11])[C:5]3[C:10](=[CH:9][CH:8]=[CH:7][CH:6]=3)[C:2]2=[O:1])[CH2:31][CH2:30]1, predict the reactants needed to synthesize it. (2) Given the product [C:22]([OH:32])(=[O:21])[CH3:23].[NH:16]1[CH2:15][CH2:14][CH:13]([C:1]2[N:2]=[N:3][N:4]3[C:9]=2[C:8]2[CH:10]=[CH:11][NH:12][C:7]=2[N:6]=[CH:5]3)[CH2:18][CH2:17]1, predict the reactants needed to synthesize it. The reactants are: [C:1]1([CH:13]2[CH2:18][CH2:17][N:16](C([O:21][CH2:22][C:23]3C=CC=CC=3)=O)[CH2:15][CH2:14]2)[N:2]=[N:3][N:4]2[C:9]=1[C:8]1[CH:10]=[CH:11][NH:12][C:7]=1[N:6]=[CH:5]2.O.C([OH:32])C. (3) Given the product [CH2:3]1[C:4]2([O:9][CH2:8][CH2:7][O:6]2)[CH2:5][CH:2]1[N:13]1[CH:12]=[C:11]([I:10])[CH:15]=[N:14]1, predict the reactants needed to synthesize it. The reactants are: Br[CH:2]1[CH2:5][C:4]2([O:9][CH2:8][CH2:7][O:6]2)[CH2:3]1.[I:10][C:11]1[CH:12]=[N:13][NH:14][CH:15]=1.C([O-])([O-])=O.[K+].[K+].C1OCCOCCOCCOCCOCCOC1. (4) The reactants are: [C:1]1([C:7]([NH:9][NH2:10])=[O:8])[CH:6]=[CH:5][CH:4]=[CH:3][CH:2]=1.[Cl:11][CH2:12][C:13](Cl)=[O:14].ClCCl.CO.C(=O)(O)[O-].[Na+]. Given the product [Cl:11][CH2:12][C:13]([NH:10][NH:9][C:7]([C:1]1[CH:6]=[CH:5][CH:4]=[CH:3][CH:2]=1)=[O:8])=[O:14], predict the reactants needed to synthesize it.